Dataset: Forward reaction prediction with 1.9M reactions from USPTO patents (1976-2016). Task: Predict the product of the given reaction. Given the reactants Br[C:2]1[CH:3]=[C:4](Br)[C:5]2OC[N:8]([C:11]([CH3:14])([CH3:13])[CH3:12])[CH2:7][C:6]=2[CH:15]=1.[N:17]1[CH:22]=[CH:21][CH:20]=[C:19](B(O)O)[CH:18]=1.[C:26](=[O:29])([O-])[O-].[K+].[K+], predict the reaction product. The product is: [C:11]([NH:8][CH2:7][C:6]1[CH:5]=[C:4]([C:19]2[CH:18]=[N:17][CH:22]=[CH:21][CH:20]=2)[CH:3]=[C:2]([C:15]2[CH:11]=[N:8][CH:7]=[CH:6][CH:5]=2)[C:26]=1[OH:29])([CH3:12])([CH3:13])[CH3:14].